From a dataset of Full USPTO retrosynthesis dataset with 1.9M reactions from patents (1976-2016). Predict the reactants needed to synthesize the given product. (1) Given the product [ClH:13].[Cl:13][C:14]1[CH:25]=[CH:24][C:17]([O:18][CH2:19][CH2:20][CH2:21][N:22]([CH3:23])[C:10]([CH:8]2[CH2:7][CH2:6][C:5]3[NH:1][CH:2]=[N:3][C:4]=3[CH2:9]2)=[O:12])=[CH:16][CH:15]=1, predict the reactants needed to synthesize it. The reactants are: [N:1]1[C:5]2[CH2:6][CH2:7][CH:8]([C:10]([OH:12])=O)[CH2:9][C:4]=2[NH:3][CH:2]=1.[Cl:13][C:14]1[CH:25]=[CH:24][C:17]([O:18][CH2:19][CH2:20][CH2:21][NH:22][CH3:23])=[CH:16][CH:15]=1. (2) Given the product [CH3:1][C:2]1([C:2]2[CH:7]=[CH:6][CH:5]=[CH:4][CH:3]=2)[CH2:7][C:6]([C:8]([O:10][CH3:11])=[O:9])=[CH:5][CH:4]=[C:3]1[C:12]1[CH:17]=[CH:16][CH:15]=[CH:14][CH:13]=1, predict the reactants needed to synthesize it. The reactants are: [CH3:1][C:2]1[CH:7]=[C:6]([C:8]([O:10][CH3:11])=[O:9])[CH:5]=[CH:4][C:3]=1[C:12]1[C:13](C2C=CC=CC=2)=[CH:14][CH:15]=[CH:16][CH:17]=1.[OH-].[Na+]. (3) Given the product [OH:21][C:19]1[CH:18]=[C:17]([CH3:32])[C:3]([CH2:4][C:5]2[CH:6]=[CH:7][C:8]([O:13][CH2:14][O:15][CH3:16])=[C:9]([CH:12]=2)[CH:10]=[O:11])=[C:2]([CH3:1])[CH:20]=1, predict the reactants needed to synthesize it. The reactants are: [CH3:1][C:2]1[CH:20]=[C:19]([O:21][Si](C(C)C)(C(C)C)C(C)C)[CH:18]=[C:17]([CH3:32])[C:3]=1[CH2:4][C:5]1[CH:6]=[CH:7][C:8]([O:13][CH2:14][O:15][CH3:16])=[C:9]([CH:12]=1)[CH:10]=[O:11].CCCC[N+](CCCC)(CCCC)CCCC.[F-]. (4) The reactants are: Cl.[C:2]1([N:8]2[CH:12]=[C:11]([C:13]([NH:15][CH2:16][CH2:17][NH:18][C:19]([CH:21]3[CH2:26][CH2:25][NH:24][CH2:23][CH2:22]3)=[O:20])=[O:14])[C:10]([C:27]([F:30])([F:29])[F:28])=[N:9]2)[CH:7]=[CH:6][CH:5]=[CH:4][CH:3]=1.CCN(C(C)C)C(C)C.[C:40]1([N:46]=[C:47]=[O:48])[CH:45]=[CH:44][CH:43]=[CH:42][CH:41]=1. Given the product [C:40]1([NH:46][C:47]([N:24]2[CH2:25][CH2:26][CH:21]([C:19]([NH:18][CH2:17][CH2:16][NH:15][C:13]([C:11]3[C:10]([C:27]([F:29])([F:30])[F:28])=[N:9][N:8]([C:2]4[CH:3]=[CH:4][CH:5]=[CH:6][CH:7]=4)[CH:12]=3)=[O:14])=[O:20])[CH2:22][CH2:23]2)=[O:48])[CH:45]=[CH:44][CH:43]=[CH:42][CH:41]=1, predict the reactants needed to synthesize it. (5) Given the product [CH:7]1([C:11](=[O:12])[CH2:15][C:16]([O:18][CH3:19])=[O:17])[CH2:10][CH2:9][CH2:8]1, predict the reactants needed to synthesize it. The reactants are: N1C=CC=CC=1.[CH:7]1([C:11](Cl)=[O:12])[CH2:10][CH2:9][CH2:8]1.[C:16]1(=[O:17])[O:18][C:19]([CH3:19])([CH3:15])[O:18][C:16](=[O:17])[CH2:15]1.CO. (6) Given the product [CH3:9][N:7]1[CH:8]=[C:4]([N+:1]([O-:3])=[O:2])[N:5]=[CH:6]1, predict the reactants needed to synthesize it. The reactants are: [N+:1]([C:4]1[N:5]=[CH:6][NH:7][CH:8]=1)([O-:3])=[O:2].[C:9](=O)([O-])[O-].[K+].[K+].IC. (7) Given the product [N+:20]([C:11]1[CH:12]=[C:13]([NH:16][C:17](=[O:19])[CH3:18])[CH:14]=[CH:15][C:10]=1[NH:1][CH2:2][CH:3]1[CH2:8][CH2:7][O:6][CH2:5][CH2:4]1)([O-:22])=[O:21], predict the reactants needed to synthesize it. The reactants are: [NH2:1][CH2:2][CH:3]1[CH2:8][CH2:7][O:6][CH2:5][CH2:4]1.F[C:10]1[CH:15]=[CH:14][C:13]([NH:16][C:17](=[O:19])[CH3:18])=[CH:12][C:11]=1[N+:20]([O-:22])=[O:21]. (8) Given the product [CH3:29][C:30]([CH3:34])([CH3:33])[CH2:31][O:1][C:2]1[CH:6]=[CH:5][N:4]([C:7](=[O:9])[CH3:8])[N:3]=1, predict the reactants needed to synthesize it. The reactants are: [OH:1][C:2]1[CH:6]=[CH:5][N:4]([C:7](=[O:9])[CH3:8])[N:3]=1.C1(P(C2C=CC=CC=2)C2C=CC=CC=2)C=CC=CC=1.[CH3:29][C:30]([CH3:34])([CH3:33])[CH2:31]O.CC(OC(/N=N/C(OC(C)C)=O)=O)C. (9) Given the product [C:10]([O:9][C:7]([NH:1][C:2]1[CH:6]=[CH:5][O:4][N:3]=1)=[O:8])([CH3:13])([CH3:12])[CH3:11], predict the reactants needed to synthesize it. The reactants are: [NH2:1][C:2]1[CH:6]=[CH:5][O:4][N:3]=1.[C:7](O[C:7]([O:9][C:10]([CH3:13])([CH3:12])[CH3:11])=[O:8])([O:9][C:10]([CH3:13])([CH3:12])[CH3:11])=[O:8].